The task is: Predict the reaction yield, written as a fraction of the theoretical maximum amount of product (1.0 means a 100% yield; for example, 0.34 means a 34% yield).. This data is from Reaction yield outcomes from USPTO patents with 853,638 reactions. (1) The reactants are [Cl:1][C:2]1[C:7]([CH2:8][C:9]([O:11]C)=[O:10])=[C:6]([N:13]([CH3:15])[CH3:14])[N:5]=[C:4]([CH2:16][C:17]2[CH:22]=[CH:21][C:20]([NH:23][C:24]([C:26]3[CH:35]=[CH:34][C:33]4[C:28](=[CH:29][CH:30]=[CH:31][CH:32]=4)[CH:27]=3)=[O:25])=[CH:19][CH:18]=2)[N:3]=1.[OH-].[Na+].O. The catalyst is C1COCC1.CCCCCC. The product is [Cl:1][C:2]1[C:7]([CH2:8][C:9]([OH:11])=[O:10])=[C:6]([N:13]([CH3:15])[CH3:14])[N:5]=[C:4]([CH2:16][C:17]2[CH:22]=[CH:21][C:20]([NH:23][C:24]([C:26]3[CH:35]=[CH:34][C:33]4[C:28](=[CH:29][CH:30]=[CH:31][CH:32]=4)[CH:27]=3)=[O:25])=[CH:19][CH:18]=2)[N:3]=1. The yield is 0.400. (2) The reactants are Br[C:2]1[CH:3]=[C:4]([C:8]2[CH:13]=[C:12]([C:14]3[CH:19]=[CH:18][C:17]([C:20]([F:23])([F:22])[F:21])=[CH:16][CH:15]=3)[CH:11]=[C:10]([CH3:24])[N:9]=2)[CH:5]=[CH:6][CH:7]=1.[B:25](OC(C)C)([O:30]C(C)C)[O:26]C(C)C.[Li]CCCC.[Na+].[Cl-]. The catalyst is C1COCC1. The product is [CH3:24][C:10]1[N:9]=[C:8]([C:4]2[CH:3]=[C:2]([B:25]([OH:30])[OH:26])[CH:7]=[CH:6][CH:5]=2)[CH:13]=[C:12]([C:14]2[CH:19]=[CH:18][C:17]([C:20]([F:23])([F:22])[F:21])=[CH:16][CH:15]=2)[CH:11]=1. The yield is 0.960. (3) The reactants are [C:1]([O:5][C:6]([N:8]1[CH2:11][C:10]2([CH2:14][N:13](C(C3C=CC=CC=3)C)[CH2:12]2)[CH2:9]1)=[O:7])([CH3:4])([CH3:3])[CH3:2].C([O-])=O.[NH4+]. The catalyst is [Pd].CO. The product is [C:1]([O:5][C:6]([N:8]1[CH2:11][C:10]2([CH2:12][NH:13][CH2:14]2)[CH2:9]1)=[O:7])([CH3:4])([CH3:2])[CH3:3]. The yield is 0.990. (4) The reactants are C([N:8](CC1C=CC=CC=1)[CH:9]1[CH2:15][O:14][C:13]2[N:16]=[CH:17][C:18]([NH:20][C:21](=[O:26])[C:22]([F:25])([F:24])[F:23])=[CH:19][C:12]=2[N:11]([S:27]([C:30]2[CH:31]=[C:32]([CH3:36])[CH:33]=[CH:34][CH:35]=2)(=[O:29])=[O:28])[CH2:10]1)C1C=CC=CC=1. The catalyst is CO.[Pd]. The product is [NH2:8][CH:9]1[CH2:15][O:14][C:13]2[N:16]=[CH:17][C:18]([NH:20][C:21](=[O:26])[C:22]([F:24])([F:23])[F:25])=[CH:19][C:12]=2[N:11]([S:27]([C:30]2[CH:31]=[C:32]([CH3:36])[CH:33]=[CH:34][CH:35]=2)(=[O:28])=[O:29])[CH2:10]1. The yield is 0.600. (5) The reactants are [NH2:1][C@@H:2]([CH2:33][C:34]1[CH:39]=[CH:38][CH:37]=[CH:36][CH:35]=1)[C@@H:3]([OH:32])[CH2:4][C@@H:5]([NH:19][C:20]([C@@H:22]([NH:27][C:28](=[O:31])[O:29][CH3:30])[C:23]([CH3:26])([CH3:25])[CH3:24])=[O:21])[CH2:6][C:7]1[CH:12]=[CH:11][C:10]([C:13]2[CH:18]=[CH:17][CH:16]=[CH:15][N:14]=2)=[CH:9][CH:8]=1.[CH3:40][O:41][C:42]1[CH:62]=[CH:61][CH:60]=[CH:59][C:43]=1[CH2:44][N:45]1[CH2:49][CH2:48][N:47]([C@@H:50]([C:54]([CH3:57])([CH3:56])[CH3:55])[C:51](O)=[O:52])[C:46]1=[O:58].CCOP(ON1N=NC2C=CC=CC=2C1=O)(OCC)=O.C(N(CC)C(C)C)(C)C. The catalyst is C1COCC1. The product is [OH:32][C@H:3]([C@@H:2]([NH:1][C:51](=[O:52])[C@@H:50]([N:47]1[CH2:48][CH2:49][N:45]([CH2:44][C:43]2[CH:59]=[CH:60][CH:61]=[CH:62][C:42]=2[O:41][CH3:40])[C:46]1=[O:58])[C:54]([CH3:57])([CH3:56])[CH3:55])[CH2:33][C:34]1[CH:35]=[CH:36][CH:37]=[CH:38][CH:39]=1)[CH2:4][C@@H:5]([NH:19][C:20]([C@@H:22]([NH:27][C:28](=[O:31])[O:29][CH3:30])[C:23]([CH3:26])([CH3:25])[CH3:24])=[O:21])[CH2:6][C:7]1[CH:12]=[CH:11][C:10]([C:13]2[CH:18]=[CH:17][CH:16]=[CH:15][N:14]=2)=[CH:9][CH:8]=1. The yield is 0.590. (6) The reactants are Cl.[CH3:2][C:3]1[N+:4]([O-])=[C:5]([C:9]2[CH:14]=[CH:13][C:12]([C:15]([F:18])([F:17])[F:16])=[CH:11][CH:10]=2)[O:6][C:7]=1[CH3:8].O=P(Cl)(Cl)[Cl:22].O. The catalyst is C(#N)C. The product is [Cl:22][CH2:2][C:3]1[N:4]=[C:5]([C:9]2[CH:14]=[CH:13][C:12]([C:15]([F:18])([F:17])[F:16])=[CH:11][CH:10]=2)[O:6][C:7]=1[CH3:8]. The yield is 0.850.